Predict the product of the given reaction. From a dataset of Forward reaction prediction with 1.9M reactions from USPTO patents (1976-2016). (1) Given the reactants [Br:1][C:2]1[C:3]([F:23])=[CH:4][C:5]2[N:9]=[C:8]([C@@H:10]3[CH2:14][CH2:13][CH2:12][N:11]3[C:15]([O:17][C:18]([CH3:21])([CH3:20])[CH3:19])=[O:16])[NH:7][C:6]=2[CH:22]=1.[H-].[Na+].[CH3:26][Si:27]([CH3:34])([CH3:33])[CH2:28][CH2:29][O:30][CH2:31]Cl.O, predict the reaction product. The product is: [Br:1][C:2]1[C:3]([F:23])=[CH:4][C:5]2[N:9]([CH2:31][O:30][CH2:29][CH2:28][Si:27]([CH3:34])([CH3:33])[CH3:26])[C:8]([C@@H:10]3[CH2:14][CH2:13][CH2:12][N:11]3[C:15]([O:17][C:18]([CH3:19])([CH3:20])[CH3:21])=[O:16])=[N:7][C:6]=2[CH:22]=1. (2) Given the reactants [N-:1]=[N+:2]=[N-:3].[Na+].[Cl-].[Cl-].[Cl-].[Al+3].[Cl:9][C:10]1[CH:11]=[CH:12][C:13]([O:21][CH2:22][C:23]([N:25]2[CH2:30][C@H:29]([CH3:31])[N:28]([CH2:32][C:33]3[CH:38]=[CH:37][C:36]([F:39])=[CH:35][CH:34]=3)[CH2:27][C@H:26]2[CH3:40])=[O:24])=[C:14]([C:16](=[O:20])[CH2:17][C:18]#[N:19])[CH:15]=1.C(=O)(O)[O-].[Na+], predict the reaction product. The product is: [Cl:9][C:10]1[CH:11]=[CH:12][C:13]([O:21][CH2:22][C:23]([N:25]2[CH2:30][C@H:29]([CH3:31])[N:28]([CH2:32][C:33]3[CH:34]=[CH:35][C:36]([F:39])=[CH:37][CH:38]=3)[CH2:27][C@H:26]2[CH3:40])=[O:24])=[C:14]([C:16](=[O:20])[CH2:17][C:18]2[NH:19][N:3]=[N:2][N:1]=2)[CH:15]=1. (3) Given the reactants [Cl:1][C:2]1[CH:3]=[C:4]([C@@H:8]([OH:43])[CH2:9][N:10]([C@@H:18]2[CH2:27][C:26]3[CH:25]=[C:24]([O:28][C:29]4[CH:30]=[C:31]([CH:40]=[CH:41][CH:42]=4)[O:32][Si](C(C)(C)C)(C)C)[CH:23]=[CH:22][C:21]=3[CH2:20][CH2:19]2)[C:11]([O:13][C:14]([CH3:17])([CH3:16])[CH3:15])=[O:12])[CH:5]=[CH:6][CH:7]=1.[F-].C([N+](CCCC)(CCCC)CCCC)CCC.O.[C:63]([O:66][CH2:67][CH3:68])(=[O:65])[CH3:64], predict the reaction product. The product is: [CH2:67]([O:66][C:63](=[O:65])[CH2:64][O:32][C:31]1[CH:40]=[CH:41][CH:42]=[C:29]([O:28][C:24]2[CH:23]=[CH:22][C:21]3[CH2:20][CH2:19][C@H:18]([N:10]([CH2:9][C@@H:8]([C:4]4[CH:5]=[CH:6][CH:7]=[C:2]([Cl:1])[CH:3]=4)[OH:43])[C:11]([O:13][C:14]([CH3:16])([CH3:17])[CH3:15])=[O:12])[CH2:27][C:26]=3[CH:25]=2)[CH:30]=1)[CH3:68]. (4) Given the reactants [Cl:1][C:2]1[CH:3]=[C:4]([NH2:15])[CH:5]=[CH:6][C:7]=1[C:8]1[CH:13]=[CH:12][C:11]([Cl:14])=[CH:10][CH:9]=1.[C:16](/[C:18](=[CH:24]\OCC)/[C:19]([O:21][CH2:22][CH3:23])=[O:20])#[N:17], predict the reaction product. The product is: [Cl:1][C:2]1[CH:3]=[C:4]([NH:15]/[CH:24]=[C:18](\[C:16]#[N:17])/[C:19]([O:21][CH2:22][CH3:23])=[O:20])[CH:5]=[CH:6][C:7]=1[C:8]1[CH:13]=[CH:12][C:11]([Cl:14])=[CH:10][CH:9]=1. (5) Given the reactants [NH2:1][C:2]1[CH:11]=[C:10]2[C:5]([CH2:6][CH2:7][NH:8][C:9]2=[O:12])=[CH:4][CH:3]=1.[N:13]([O-])=O.[Na+].Cl[Sn]Cl, predict the reaction product. The product is: [NH:1]([C:2]1[CH:11]=[C:10]2[C:5]([CH2:6][CH2:7][NH:8][C:9]2=[O:12])=[CH:4][CH:3]=1)[NH2:13]. (6) The product is: [F:1][C:2]1[CH:7]=[CH:6][CH:5]=[C:4]2[C:3]=1[N:14]=[C:15]([N:40]1[CH2:39][CH2:38][N:37]([C:33]3[CH:34]=[CH:35][CH:36]=[C:31]([O:30][CH3:29])[CH:32]=3)[CH2:42][CH2:41]1)[N:16]([C:17]1[CH:22]=[C:21]([C:23]([F:26])([F:25])[F:24])[CH:20]=[CH:19][C:18]=1[O:27][CH3:28])[CH:8]2[CH2:9][C:10]([O:12][CH3:13])=[O:11]. Given the reactants [F:1][C:2]1[C:3]([N:14]=[C:15]=[N:16][C:17]2[CH:22]=[C:21]([C:23]([F:26])([F:25])[F:24])[CH:20]=[CH:19][C:18]=2[O:27][CH3:28])=[C:4](/[CH:8]=[CH:9]/[C:10]([O:12][CH3:13])=[O:11])[CH:5]=[CH:6][CH:7]=1.[CH3:29][O:30][C:31]1[CH:32]=[C:33]([N:37]2[CH2:42][CH2:41][NH:40][CH2:39][CH2:38]2)[CH:34]=[CH:35][CH:36]=1, predict the reaction product. (7) The product is: [CH3:16][S:17]([O:14][CH2:13][CH2:12][C:11]1[C:5]2[CH2:4][O:3][C:2]([CH3:15])([CH3:1])[O:7][C:6]=2[CH:8]=[CH:9][CH:10]=1)(=[O:19])=[O:18]. Given the reactants [CH3:1][C:2]1([CH3:15])[O:7][C:6]2[CH:8]=[CH:9][CH:10]=[C:11]([CH2:12][CH2:13][OH:14])[C:5]=2[CH2:4][O:3]1.[CH3:16][S:17](Cl)(=[O:19])=[O:18], predict the reaction product. (8) Given the reactants C(N(CC)CC)C.[Cl:8][C:9]1[N:14]=[C:13]([C:15]2[CH:20]=[CH:19][CH:18]=[C:17]([O:21][CH3:22])[CH:16]=2)[C:12]([CH2:23][C:24]([OH:26])=O)=[CH:11][CH:10]=1.CS([N:31]1[C:35]2[CH:36]=[CH:37][CH:38]=[CH:39][C:34]=2[N:33]=[N:32]1)(=O)=O, predict the reaction product. The product is: [Cl:8][C:9]1[N:14]=[C:13]([C:15]2[CH:20]=[CH:19][CH:18]=[C:17]([O:21][CH3:22])[CH:16]=2)[C:12]([CH2:23][C:24]([N:31]2[C:35]3[CH:36]=[CH:37][CH:38]=[CH:39][C:34]=3[N:33]=[N:32]2)=[O:26])=[CH:11][CH:10]=1. (9) Given the reactants [C:1]12([NH2:11])[CH2:10][CH:5]3[CH2:6][CH:7]([CH2:9][CH:3]([CH2:4]3)[CH2:2]1)[CH2:8]2.Cl[CH2:13][C:14]([N:16]1[CH2:19][CH2:18][CH:17]1[C:20]#[N:21])=[O:15], predict the reaction product. The product is: [C:1]12([NH:11][CH2:13][C:14]([N:16]3[CH2:19][CH2:18][CH:17]3[C:20]#[N:21])=[O:15])[CH2:8][CH:7]3[CH2:6][CH:5]([CH2:4][CH:3]([CH2:9]3)[CH2:2]1)[CH2:10]2. (10) Given the reactants [OH:1][C:2]1[C:9]([OH:10])=[CH:8][CH:7]=[CH:6][C:3]=1[C:4]#[N:5].[H-].[Na+].CC1C=CC(S(O[CH2:24][CH2:25][O:26][CH2:27][CH2:28][O:29][CH3:30])(=O)=O)=CC=1, predict the reaction product. The product is: [OH:1][C:2]1[C:9]([O:10][CH2:24][CH2:25][O:26][CH2:27][CH2:28][O:29][CH3:30])=[CH:8][CH:7]=[CH:6][C:3]=1[C:4]#[N:5].